From a dataset of Forward reaction prediction with 1.9M reactions from USPTO patents (1976-2016). Predict the product of the given reaction. The product is: [CH3:37][C:10]1[C:9](=[O:8])[C:18]2[C:13](=[CH:14][CH:15]=[CH:16][CH:17]=2)[NH:12][C:11]=1[CH2:19][CH2:20][CH:21]1[CH2:26][CH2:25][NH:24][CH2:23][CH2:22]1. Given the reactants C([O:8][C:9]1[C:18]2[C:13](=[CH:14][CH:15]=[CH:16][CH:17]=2)[N:12]=[C:11](/[CH:19]=[CH:20]/[CH:21]2[CH2:26][CH2:25][N:24](C(OCC3C=CC=CC=3)=O)[CH2:23][CH2:22]2)[C:10]=1[CH3:37])C1C=CC=CC=1.C1COCC1, predict the reaction product.